Dataset: Reaction yield outcomes from USPTO patents with 853,638 reactions. Task: Predict the reaction yield, written as a fraction of the theoretical maximum amount of product (1.0 means a 100% yield; for example, 0.34 means a 34% yield). The reactants are [H-].[Na+].[NH2:3][C:4]1[O:8][C:7]([C:9]([O:11][CH2:12][CH3:13])=[O:10])=[N:6][N:5]=1.[C:14](O[C:14]([O:16][C:17]([CH3:20])([CH3:19])[CH3:18])=[O:15])([O:16][C:17]([CH3:20])([CH3:19])[CH3:18])=[O:15]. The catalyst is CN(C=O)C. The product is [C:17]([O:16][C:14]([NH:3][C:4]1[O:8][C:7]([C:9]([O:11][CH2:12][CH3:13])=[O:10])=[N:6][N:5]=1)=[O:15])([CH3:20])([CH3:19])[CH3:18]. The yield is 0.562.